The task is: Regression/Classification. Given a drug SMILES string, predict its absorption, distribution, metabolism, or excretion properties. Task type varies by dataset: regression for continuous measurements (e.g., permeability, clearance, half-life) or binary classification for categorical outcomes (e.g., BBB penetration, CYP inhibition). Dataset: cyp2d6_veith.. This data is from CYP2D6 inhibition data for predicting drug metabolism from PubChem BioAssay. (1) The drug is NC(=O)C[C@@H](N)c1nn[nH]n1. The result is 0 (non-inhibitor). (2) The drug is Cc1ccc(-c2csc3ncnc(SCC(=O)c4ccc5c(c4)OCCO5)c23)cc1. The result is 0 (non-inhibitor). (3) The molecule is O[C@H]1C=C2CCN3Cc4cc5c(cc4[C@H]([C@@H]23)[C@H]1O)OCO5. The result is 1 (inhibitor). (4) The molecule is CC[C@@]1(O)C(=O)OCc2c1cc1n(c2=O)Cc2cc3c(CN(C)C)c(O)ccc3nc2-1.Cl. The result is 0 (non-inhibitor). (5) The drug is Nc1ncnc2c1ncn2[C@H]1O[C@@H](C(=O)O)[C@@H](O)[C@H]1O. The result is 0 (non-inhibitor). (6) The compound is CCC[C@H](Sc1nc(N)nc2nc[nH]c12)C(=O)O. The result is 0 (non-inhibitor). (7) The drug is O=c1c(-c2cc(F)cc(F)c2)nc2cnc(Oc3ccccc3)nc2n1C[C@H]1CCCO1. The result is 0 (non-inhibitor).